The task is: Predict the reactants needed to synthesize the given product.. This data is from Full USPTO retrosynthesis dataset with 1.9M reactions from patents (1976-2016). The reactants are: [C:1]([O:5][C:6]([N:8]1[CH2:17][CH2:16][C:15]2[C:10](=[CH:11][C:12](Br)=[CH:13][CH:14]=2)[CH2:9]1)=[O:7])([CH3:4])([CH3:3])[CH3:2].[I-:19].[Na+].CNCCNC.N. Given the product [C:1]([O:5][C:6]([N:8]1[CH2:17][CH2:16][C:15]2[C:10](=[CH:11][C:12]([I:19])=[CH:13][CH:14]=2)[CH2:9]1)=[O:7])([CH3:4])([CH3:3])[CH3:2], predict the reactants needed to synthesize it.